Dataset: Full USPTO retrosynthesis dataset with 1.9M reactions from patents (1976-2016). Task: Predict the reactants needed to synthesize the given product. (1) Given the product [F:27][C:28]1[CH:33]=[CH:32][C:31]([C:34](=[O:36])[CH3:35])=[C:30]([O:1][CH:2]2[C:3]3[C:8](=[N:7][CH:6]=[C:5]([C:12]4[CH:13]=[CH:14][C:15]([C:18]([N:20]5[CH2:21][CH2:22][N:23]([CH3:26])[CH2:24][CH2:25]5)=[O:19])=[CH:16][CH:17]=4)[CH:4]=3)[NH:9][CH2:10][CH2:11]2)[CH:29]=1, predict the reactants needed to synthesize it. The reactants are: [OH:1][CH:2]1[CH2:11][CH2:10][NH:9][C:8]2[N:7]=[CH:6][C:5]([C:12]3[CH:17]=[CH:16][C:15]([C:18]([N:20]4[CH2:25][CH2:24][N:23]([CH3:26])[CH2:22][CH2:21]4)=[O:19])=[CH:14][CH:13]=3)=[CH:4][C:3]1=2.[F:27][C:28]1[CH:33]=[CH:32][C:31]([C:34](=[O:36])[CH3:35])=[C:30](O)[CH:29]=1. (2) Given the product [CH3:62][S:59]([C:54]1[CH:55]=[CH:56][CH:57]=[CH:58][C:53]=1[S:50]([NH:49][C:46]1[CH:47]=[C:48]2[C:43](=[CH:44][CH:45]=1)[NH:42][N:41]=[C:40]2[C:36]1[CH:37]=[CH:38][CH:39]=[C:34]([C:6]#[C:5][Si:2]([CH3:4])([CH3:3])[CH3:1])[CH:35]=1)(=[O:52])=[O:51])(=[O:61])=[O:60], predict the reactants needed to synthesize it. The reactants are: [CH3:1][Si:2]([C:5]#[CH:6])([CH3:4])[CH3:3].C1(P(C2C=CC=CC=2)C2C=CC=CC=2)C=CC=CC=1.C(N(CC)CC)C.Br[C:34]1[CH:35]=[C:36]([C:40]2[C:48]3[C:43](=[CH:44][CH:45]=[C:46]([NH:49][S:50]([C:53]4[CH:58]=[CH:57][CH:56]=[CH:55][C:54]=4[S:59]([CH3:62])(=[O:61])=[O:60])(=[O:52])=[O:51])[CH:47]=3)[NH:42][N:41]=2)[CH:37]=[CH:38][CH:39]=1. (3) The reactants are: [CH3:1][CH:2]1[NH:6][C:5](=[O:7])[NH:4][C:3]1=[O:8].CC(C)([O-])C.[K+].Cl[CH2:16][O:17][CH2:18][C:19]1[CH:24]=[CH:23][CH:22]=[CH:21][CH:20]=1.O. Given the product [CH2:18]([O:17][CH2:16][N:4]1[C:3](=[O:8])[CH:2]([CH3:1])[NH:6][C:5]1=[O:7])[C:19]1[CH:24]=[CH:23][CH:22]=[CH:21][CH:20]=1, predict the reactants needed to synthesize it. (4) Given the product [CH2:15]([O:14][C:12](=[O:13])[C:11](=[CH:3][N:4]([CH3:5])[CH3:6])[C:10](=[O:9])[CH2:17][CH2:18][CH2:19][C:20]([O:22][CH2:23][CH3:24])=[O:21])[CH3:16], predict the reactants needed to synthesize it. The reactants are: CO[CH:3](OC)[N:4]([CH3:6])[CH3:5].[O:9]=[C:10]([CH2:17][CH2:18][CH2:19][C:20]([O:22][CH2:23][CH3:24])=[O:21])[CH2:11][C:12]([O:14][CH2:15][CH3:16])=[O:13]. (5) Given the product [NH2:27][C:18]1[C:17]2=[N:16][N:15]([CH2:28][CH2:29][CH3:30])[C:14]([CH2:13][C:12]([NH:11][C:2](=[O:9])[C:3]3[CH:8]=[CH:7][CH:6]=[N:5][CH:4]=3)([CH3:32])[CH3:31])=[C:26]2[C:25]2[CH:24]=[CH:23][CH:22]=[CH:21][C:20]=2[N:19]=1, predict the reactants needed to synthesize it. The reactants are: Cl.[C:2](Cl)(=[O:9])[C:3]1[CH:8]=[CH:7][CH:6]=[N:5][CH:4]=1.[NH2:11][C:12]([CH3:32])([CH3:31])[CH2:13][C:14]1[N:15]([CH2:28][CH2:29][CH3:30])[N:16]=[C:17]2[C:26]=1[C:25]1[CH:24]=[CH:23][CH:22]=[CH:21][C:20]=1[N:19]=[C:18]2[NH2:27].C(N(CC)CC)C.